This data is from Peptide-MHC class I binding affinity with 185,985 pairs from IEDB/IMGT. The task is: Regression. Given a peptide amino acid sequence and an MHC pseudo amino acid sequence, predict their binding affinity value. This is MHC class I binding data. (1) The peptide sequence is LDEKTHELL. The MHC is Mamu-B8701 with pseudo-sequence Mamu-B8701. The binding affinity (normalized) is 0.456. (2) The peptide sequence is SAIPPSRSM. The MHC is HLA-B35:01 with pseudo-sequence HLA-B35:01. The binding affinity (normalized) is 0.635.